Task: Predict the reactants needed to synthesize the given product.. Dataset: Full USPTO retrosynthesis dataset with 1.9M reactions from patents (1976-2016) (1) The reactants are: [OH:1][C:2]([C:12]1[S:13][CH:14]=[CH:15][CH:16]=1)([C:7]1[S:8][CH:9]=[CH:10][CH:11]=1)[C:3]([O:5][CH3:6])=[O:4].O[C@H]1[CH2:23][CH2:22][C@H:21]([N:24]([CH3:32])[C:25](=[O:31])[O:26][C:27]([CH3:30])([CH3:29])[CH3:28])[CH2:20][CH2:19]1.[H-].[Na+]. Given the product [OH:1][C:2]([C:7]1[S:8][CH:9]=[CH:10][CH:11]=1)([C:12]1[S:13][CH:14]=[CH:15][CH:16]=1)[C:3]([O:5][C@H:6]1[CH2:23][CH2:22][C@H:21]([N:24]([C:25]([O:26][C:27]([CH3:29])([CH3:28])[CH3:30])=[O:31])[CH3:32])[CH2:20][CH2:19]1)=[O:4], predict the reactants needed to synthesize it. (2) Given the product [ClH:19].[N:20]1[CH:25]=[CH:24][CH:23]=[C:22]([CH2:26][NH:27][S:16]([C:14]2[O:15][C:11]([C:5]3[CH:4]=[C:3]([CH2:1][CH3:2])[C:8](=[O:9])[NH:7][C:6]=3[CH3:10])=[CH:12][CH:13]=2)(=[O:18])=[O:17])[CH:21]=1, predict the reactants needed to synthesize it. The reactants are: [CH2:1]([C:3]1[C:8](=[O:9])[NH:7][C:6]([CH3:10])=[C:5]([C:11]2[O:15][C:14]([S:16]([Cl:19])(=[O:18])=[O:17])=[CH:13][CH:12]=2)[CH:4]=1)[CH3:2].[N:20]1[CH:25]=[CH:24][CH:23]=[C:22]([CH2:26][NH2:27])[CH:21]=1. (3) Given the product [Cl:1][C:2]1[CH:7]=[CH:6][C:5]([CH:8]([O:9][CH3:27])[C:10]2[CH:14]=[C:13]([C:15]3[CH:16]=[CH:17][N:18]=[CH:19][CH:20]=3)[S:12][C:11]=2[C:21]2[NH:25][CH:24]=[N:23][N:22]=2)=[CH:4][CH:3]=1, predict the reactants needed to synthesize it. The reactants are: [Cl:1][C:2]1[CH:7]=[CH:6][C:5]([CH:8]([C:10]2[CH:14]=[C:13]([C:15]3[CH:20]=[CH:19][N:18]=[CH:17][CH:16]=3)[S:12][C:11]=2[C:21]2[NH:25][CH:24]=[N:23][N:22]=2)[OH:9])=[CH:4][CH:3]=1.Cl.[CH3:27]O. (4) Given the product [N:22]1[C:20]2[CH:10]=[CH:9][CH:13]=[CH:14][C:15]=2[NH:8][CH:1]=1, predict the reactants needed to synthesize it. The reactants are: [C:1]([N:8]1[CH2:15][CH2:14][CH2:13][C@H:9]1[C:10](O)=O)(OC(C)(C)C)=O.C1C=CC2N(O)N=[N:22][C:20]=2C=1.CN1CCOCC1.C(Cl)CCl. (5) Given the product [NH2:1][C:2]1[N:10]=[CH:9][N:8]=[C:7]2[C:3]=1[N:4]=[CH:5][N:6]2[C@H:11]1[C@@H:15]2[O:16][C:17]([CH3:19])([CH3:20])[O:18][C@@H:14]2[C@@H:13]([CH2:21][N:22]([CH3:40])[CH:23]2[CH2:26][CH:25]([CH2:27][CH2:28][C:29]([O:31][CH2:32][C:33]3[CH:34]=[CH:35][CH:36]=[CH:37][CH:38]=3)=[O:30])[CH2:24]2)[O:12]1, predict the reactants needed to synthesize it. The reactants are: [NH2:1][C:2]1[N:10]=[CH:9][N:8]=[C:7]2[C:3]=1[N:4]=[CH:5][N:6]2[C@H:11]1[C@@H:15]2[O:16][C:17]([CH3:20])([CH3:19])[O:18][C@@H:14]2[C@@H:13]([CH2:21][NH:22][CH:23]2[CH2:26][CH:25]([CH2:27][CH2:28][C:29]([O:31][CH2:32][C:33]3[CH:38]=[CH:37][CH:36]=[CH:35][CH:34]=3)=[O:30])[CH2:24]2)[O:12]1.[BH3-][C:40]#N.[Na+].CC(O)=O.C=O. (6) Given the product [NH2:1][C:2]1[C:3]([C:44]2[CH:45]=[C:40]([NH:39][S:36]([C:33]3[CH:34]=[CH:35][C:30]([F:29])=[CH:31][CH:32]=3)(=[O:37])=[O:38])[C:41]([O:55][CH3:56])=[N:42][CH:43]=2)=[C:4]([NH:8][C@H:9]([C:11]2[N:16]([C:17]3[CH:22]=[CH:21][CH:20]=[CH:19][CH:18]=3)[C:15](=[O:23])[C:14]3=[C:24]([CH3:27])[CH:25]=[CH:26][N:13]3[N:12]=2)[CH3:10])[N:5]=[CH:6][N:7]=1, predict the reactants needed to synthesize it. The reactants are: [NH2:1][C:2]1[N:7]=[CH:6][N:5]=[C:4]([NH:8][C@H:9]([C:11]2[N:16]([C:17]3[CH:22]=[CH:21][CH:20]=[CH:19][CH:18]=3)[C:15](=[O:23])[C:14]3=[C:24]([CH3:27])[CH:25]=[CH:26][N:13]3[N:12]=2)[CH3:10])[C:3]=1I.[F:29][C:30]1[CH:35]=[CH:34][C:33]([S:36]([NH:39][C:40]2[C:41]([O:55][CH3:56])=[N:42][CH:43]=[C:44](B3OC(C)(C)C(C)(C)O3)[CH:45]=2)(=[O:38])=[O:37])=[CH:32][CH:31]=1.C(=O)([O-])[O-].[Na+].[Na+]. (7) Given the product [C:14]([CH:13]([F:18])[C:10]1[CH:11]=[CH:12][C:7]([C:6]([OH:19])=[O:5])=[CH:8][CH:9]=1)(=[O:17])[NH2:15], predict the reactants needed to synthesize it. The reactants are: C([O:5][C:6](=[O:19])[C:7]1[CH:12]=[CH:11][C:10]([CH:13]([F:18])[C:14](=[O:17])[NH:15]C)=[CH:9][CH:8]=1)(C)(C)C.FC(F)(F)C(O)=O. (8) The reactants are: Br[C:2]1[CH:3]=[N:4][C:5]([N:8]2[CH2:13][CH2:12][N:11]([C:14]3[C:23]4[C:18](=[CH:19][C:20]([O:26][CH3:27])=[C:21]([O:24][CH3:25])[CH:22]=4)[N:17]=[CH:16][N:15]=3)[CH2:10][CH2:9]2)=[N:6][CH:7]=1.[C:28]1([OH:34])[CH:33]=[CH:32][CH:31]=[CH:30][CH:29]=1.N1C2C(=CC=C3C=2N=CC=C3)C=CC=1.C(=O)([O-])[O-].[Cs+].[Cs+].N#N. Given the product [CH3:25][O:24][C:21]1[CH:22]=[C:23]2[C:18](=[CH:19][C:20]=1[O:26][CH3:27])[N:17]=[CH:16][N:15]=[C:14]2[N:11]1[CH2:12][CH2:13][N:8]([C:5]2[N:4]=[CH:3][C:2]([O:34][C:28]3[CH:33]=[CH:32][CH:31]=[CH:30][CH:29]=3)=[CH:7][N:6]=2)[CH2:9][CH2:10]1, predict the reactants needed to synthesize it. (9) Given the product [F:1][C:2]1[CH:7]=[CH:6][C:5]([F:8])=[CH:4][C:3]=1[CH:9]1[CH2:10][CH2:11][CH2:12][CH2:13][NH:14]1, predict the reactants needed to synthesize it. The reactants are: [F:1][C:2]1[CH:7]=[CH:6][C:5]([F:8])=[CH:4][C:3]=1[C:9]1[CH2:10][CH2:11][CH2:12][CH2:13][N:14]=1.[BH4-].[Na+].